From a dataset of Reaction yield outcomes from USPTO patents with 853,638 reactions. Predict the reaction yield, written as a fraction of the theoretical maximum amount of product (1.0 means a 100% yield; for example, 0.34 means a 34% yield). (1) The reactants are [C:1]1([CH:7]2[CH2:11][CH2:10][CH2:9][NH:8]2)[CH:6]=[CH:5][CH:4]=[CH:3][CH:2]=1.[F:12][C:13]1[CH:18]=[CH:17][C:16]([C:19]2[O:20][C:21]3[CH:31]=[CH:30][C:29]([C:32]4[CH:33]=[C:34]([CH:38]=[CH:39][CH:40]=4)[C:35](O)=[O:36])=[CH:28][C:22]=3[C:23]=2[C:24](=[O:27])[NH:25][CH3:26])=[CH:15][CH:14]=1.CN(C(ON1N=NC2C=CC=NC1=2)=[N+](C)C)C.F[P-](F)(F)(F)(F)F.CCN(C(C)C)C(C)C. The catalyst is CN(C=O)C.CO. The product is [F:12][C:13]1[CH:18]=[CH:17][C:16]([C:19]2[O:20][C:21]3[CH:31]=[CH:30][C:29]([C:32]4[CH:40]=[CH:39][CH:38]=[C:34]([C:35]([N:8]5[CH2:9][CH2:10][CH2:11][CH:7]5[C:1]5[CH:6]=[CH:5][CH:4]=[CH:3][CH:2]=5)=[O:36])[CH:33]=4)=[CH:28][C:22]=3[C:23]=2[C:24]([NH:25][CH3:26])=[O:27])=[CH:15][CH:14]=1. The yield is 0.780. (2) The reactants are [CH:1]([O:4][C:5](=[O:15])[C:6]1[C:7](=[CH:11][CH:12]=[CH:13][CH:14]=1)[C:8]([O-])=O)([CH3:3])[CH3:2].[K+].C1(C)C=C(C)C=C(C)C=1.ClC1[CH:32]=[CH:31][C:30]([C:33]([F:36])([F:35])[F:34])=[CH:29][CH:28]=1. The product is [F:34][C:33]([F:36])([F:35])[C:30]1[CH:31]=[CH:32][C:8]([C:7]2[C:6]([C:5]([O:4][CH:1]([CH3:3])[CH3:2])=[O:15])=[CH:14][CH:13]=[CH:12][CH:11]=2)=[CH:28][CH:29]=1. The catalyst is [Cu]Cl.C/C(/[O-])=C/C(C)=O.C/C(/[O-])=C/C(C)=O.[Pd+2].N1C2C(=CC=C3C=2N=CC=C3)C=CC=1.C(P(C(C)(C)C)C1C=CC=CC=1C1C=CC=CC=1)(C)(C)C.CN1CCCC1=O. The yield is 0.660. (3) The reactants are [Br:1][C:2]1[N:7]=[C:6]([O:8][CH3:9])[C:5]([NH:10][CH:11]=[O:12])=[CH:4][CH:3]=1.[I-].[K+].C(=O)([O-])[O-].[Cs+].[Cs+].Cl[CH2:22][C:23](=[O:25])[CH3:24]. The catalyst is CN(C=O)C. The product is [Br:1][C:2]1[N:7]=[C:6]([O:8][CH3:9])[C:5]([N:10]([CH2:22][C:23](=[O:25])[CH3:24])[CH:11]=[O:12])=[CH:4][CH:3]=1. The yield is 1.00. (4) The reactants are N1C=CC=CC=1S[C:8](=[O:13])[CH2:9][CH2:10][C:11]#[CH:12].[CH:14]1([Mg]Br)[CH2:18][CH2:17][CH2:16][CH2:15]1.Cl. The catalyst is C1COCC1. The product is [CH:14]1([C:8](=[O:13])[CH2:9][CH2:10][C:11]#[CH:12])[CH2:18][CH2:17][CH2:16][CH2:15]1. The yield is 0.990. (5) The reactants are [Cl:1][C:2]1[N:7]=[CH:6][N+:5]([O-])=[C:4]2[CH2:9][CH2:10][C@@H:11]([CH3:12])[C:3]=12.[CH3:13][C:14]([O:16]C(C)=O)=[O:15]. No catalyst specified. The product is [C:14]([O:16][CH:9]1[C:4]2[N:5]=[CH:6][N:7]=[C:2]([Cl:1])[C:3]=2[C@H:11]([CH3:12])[CH2:10]1)(=[O:15])[CH3:13]. The yield is 0.444. (6) The reactants are [Cl:1][C:2]1[N:10](CC=C)[C:9]2[C:8](=[O:14])[NH:7][C:6](=[O:15])[N:5]([CH2:16][CH3:17])[C:4]=2[N:3]=1.[C:18]1([CH2:24][C:25]2[N:29]=[C:28]([CH2:30][CH2:31][CH2:32]O)[O:27][N:26]=2)[CH:23]=[CH:22][CH:21]=[CH:20][CH:19]=1.C1(P(C2C=CC=CC=2)C2C=CC=CC=2)C=CC=CC=1.C1C=CC(COC(/N=N/C(OCC2C=CC=CC=2)=O)=O)=CC=1.N1CCOCC1. The catalyst is C1COCC1.C1C=CC([P]([Pd]([P](C2C=CC=CC=2)(C2C=CC=CC=2)C2C=CC=CC=2)([P](C2C=CC=CC=2)(C2C=CC=CC=2)C2C=CC=CC=2)[P](C2C=CC=CC=2)(C2C=CC=CC=2)C2C=CC=CC=2)(C2C=CC=CC=2)C2C=CC=CC=2)=CC=1. The product is [Cl:1][C:2]1[NH:10][C:9]2[C:8](=[O:14])[N:7]([CH2:32][CH2:31][CH2:30][C:28]3[O:27][N:26]=[C:25]([CH2:24][C:18]4[CH:23]=[CH:22][CH:21]=[CH:20][CH:19]=4)[N:29]=3)[C:6](=[O:15])[N:5]([CH2:16][CH3:17])[C:4]=2[N:3]=1. The yield is 0.250. (7) The reactants are [F:1][C:2]1([F:15])[CH:7]([C:8]2[CH:13]=[CH:12][C:11]([OH:14])=[CH:10][CH:9]=2)[CH2:6][CH2:5][NH:4][CH2:3]1.Br[CH:17]1[CH2:21][CH2:20][N:19]([CH2:22][C:23]2[CH:28]=[CH:27][C:26]([C:29]([F:32])([F:31])[F:30])=[CH:25][CH:24]=2)[C:18]1=[O:33].C(N(CC)CC)C. The catalyst is CN(C=O)C. The product is [F:15][C:2]1([F:1])[CH:7]([C:8]2[CH:13]=[CH:12][C:11]([OH:14])=[CH:10][CH:9]=2)[CH2:6][CH2:5][N:4]([CH:17]2[CH2:21][CH2:20][N:19]([CH2:22][C:23]3[CH:28]=[CH:27][C:26]([C:29]([F:32])([F:30])[F:31])=[CH:25][CH:24]=3)[C:18]2=[O:33])[CH2:3]1. The yield is 0.350.